This data is from Peptide-MHC class I binding affinity with 185,985 pairs from IEDB/IMGT. The task is: Regression. Given a peptide amino acid sequence and an MHC pseudo amino acid sequence, predict their binding affinity value. This is MHC class I binding data. (1) The peptide sequence is LACAGLAYK. The MHC is HLA-A68:01 with pseudo-sequence HLA-A68:01. The binding affinity (normalized) is 0.643. (2) The peptide sequence is LEYFQFVKKLL. The MHC is HLA-C14:02 with pseudo-sequence HLA-C14:02. The binding affinity (normalized) is 0.350. (3) The peptide sequence is TPKGAVMDII. The MHC is HLA-B07:02 with pseudo-sequence HLA-B07:02. The binding affinity (normalized) is 0.552. (4) The peptide sequence is ALVEICTEM. The MHC is HLA-B44:02 with pseudo-sequence HLA-B44:02. The binding affinity (normalized) is 0. (5) The peptide sequence is LVITINYFL. The MHC is HLA-A02:01 with pseudo-sequence HLA-A02:01. The binding affinity (normalized) is 0.702. (6) The peptide sequence is QNPTMLYNK. The MHC is HLA-A11:01 with pseudo-sequence HLA-A11:01. The binding affinity (normalized) is 0.278.